From a dataset of Full USPTO retrosynthesis dataset with 1.9M reactions from patents (1976-2016). Predict the reactants needed to synthesize the given product. (1) Given the product [CH3:1][O:2][CH2:3][C:4]([C@H:8]1[C@@H:12]2[C@@H:13]3[C@@:26]([CH3:29])([CH2:27][CH2:28][C@@:11]2([NH:44][CH2:45][CH2:46][N:47]2[CH2:48][CH2:49][S:50](=[O:53])(=[O:54])[CH2:51][CH2:52]2)[CH2:10][CH2:9]1)[C@@:25]1([CH3:30])[C@@H:16]([C@:17]2([CH3:43])[C@@H:22]([CH2:23][CH2:24]1)[C:21]([CH3:32])([CH3:31])[C:20]([C:33]1[CH:42]=[CH:41][C:36]([C:37]([OH:39])=[O:38])=[CH:35][CH:34]=1)=[CH:19][CH2:18]2)[CH2:15][CH2:14]3)([O:6][CH3:7])[CH3:5], predict the reactants needed to synthesize it. The reactants are: [CH3:1][O:2][CH2:3][C:4]([C@H:8]1[C@@H:12]2[C@@H:13]3[C@@:26]([CH3:29])([CH2:27][CH2:28][C@@:11]2([NH:44][CH2:45][CH2:46][N:47]2[CH2:52][CH2:51][S:50](=[O:54])(=[O:53])[CH2:49][CH2:48]2)[CH2:10][CH2:9]1)[C@@:25]1([CH3:30])[C@@H:16]([C@:17]2([CH3:43])[C@@H:22]([CH2:23][CH2:24]1)[C:21]([CH3:32])([CH3:31])[C:20]([C:33]1[CH:42]=[CH:41][C:36]([C:37]([O:39]C)=[O:38])=[CH:35][CH:34]=1)=[CH:19][CH2:18]2)[CH2:15][CH2:14]3)([O:6][CH3:7])[CH3:5].O.[OH-].[Li+].CO.C1COCC1. (2) Given the product [S:1]([C:5]1[CH:6]=[C:7]([NH:23][C:24]([NH2:28])=[S:25])[C:8]2[C:13]([CH:14]=1)=[CH:12][C:11]([S:15]([OH:18])(=[O:16])=[O:17])=[CH:10][C:9]=2[S:19]([OH:22])(=[O:21])=[O:20])([OH:4])(=[O:3])=[O:2].[Na:26], predict the reactants needed to synthesize it. The reactants are: [S:1]([C:5]1[CH:6]=[C:7]([N:23]=[C:24]=[S:25])[C:8]2[C:13]([CH:14]=1)=[CH:12][C:11]([S:15]([OH:18])(=[O:17])=[O:16])=[CH:10][C:9]=2[S:19]([OH:22])(=[O:21])=[O:20])([OH:4])(=[O:3])=[O:2].[Na:26].C[N:28](C)CC=C. (3) Given the product [ClH:35].[ClH:35].[S:26]1[C:27]2[CH:33]=[CH:32][CH:31]=[CH:30][C:28]=2[N:29]=[C:25]1[O:24][C:20]1[CH:19]=[C:18]2[C:23]([C:15]([CH2:14][N:11]3[CH2:12][CH2:13][CH:8]([NH2:7])[CH2:9][CH2:10]3)=[CH:16][NH:17]2)=[CH:22][CH:21]=1, predict the reactants needed to synthesize it. The reactants are: C(OC(=O)[NH:7][CH:8]1[CH2:13][CH2:12][N:11]([CH2:14][C:15]2[C:23]3[C:18](=[CH:19][C:20]([O:24][C:25]4[S:26][C:27]5[CH:33]=[CH:32][CH:31]=[CH:30][C:28]=5[N:29]=4)=[CH:21][CH:22]=3)[NH:17][CH:16]=2)[CH2:10][CH2:9]1)(C)(C)C.[ClH:35]. (4) Given the product [C:21]1([N:27]([C:31]2[CH:36]=[CH:35][CH:34]=[CH:33][CH:32]=2)[C:28]([O:14][CH2:13][C:12]#[C:11][C:3]2[CH:2]=[N:1][C:10]3[C:5]([CH:4]=2)=[CH:6][CH:7]=[CH:8][CH:9]=3)=[O:29])[CH:22]=[CH:23][CH:24]=[CH:25][CH:26]=1, predict the reactants needed to synthesize it. The reactants are: [N:1]1[C:10]2[C:5](=[CH:6][CH:7]=[CH:8][CH:9]=2)[CH:4]=[C:3]([C:11]#[C:12][CH2:13][OH:14])[CH:2]=1.CC(C)([O-])C.[K+].[C:21]1([N:27]([C:31]2[CH:36]=[CH:35][CH:34]=[CH:33][CH:32]=2)[C:28](Cl)=[O:29])[CH:26]=[CH:25][CH:24]=[CH:23][CH:22]=1.[NH4+].[Cl-]. (5) Given the product [CH3:24][NH:26][C:5]([CH:7]([NH:23][C:37]([C:35]1[C:34]([C:40]([F:43])([F:42])[F:41])=[N:33][N:32]([CH3:31])[CH:36]=1)=[O:38])[CH:8]([C:17]1[CH:18]=[CH:19][CH:20]=[CH:21][CH:22]=1)/[CH:9]=[CH:10]/[C:11]1[CH:12]=[CH:13][CH:14]=[CH:15][CH:16]=1)=[O:6], predict the reactants needed to synthesize it. The reactants are: [Cl-].C(O[C:5]([CH:7]([NH3+:23])[CH:8]([C:17]1[CH:22]=[CH:21][CH:20]=[CH:19][CH:18]=1)/[CH:9]=[CH:10]/[C:11]1[CH:16]=[CH:15][CH:14]=[CH:13][CH:12]=1)=[O:6])C.[CH2:24]([N:26](CC)CC)C.[CH3:31][N:32]1[CH:36]=[C:35]([C:37](Cl)=[O:38])[C:34]([C:40]([F:43])([F:42])[F:41])=[N:33]1.CN.